Dataset: Retrosynthesis with 50K atom-mapped reactions and 10 reaction types from USPTO. Task: Predict the reactants needed to synthesize the given product. (1) Given the product CN(C(=O)OC(C)(C)C)c1cc2ccn(-c3ccc(N)cc3)c(=O)c2cc1F, predict the reactants needed to synthesize it. The reactants are: CN(C(=O)OC(C)(C)C)c1cc2ccn(-c3ccc([N+](=O)[O-])cc3)c(=O)c2cc1F. (2) Given the product CS(=O)(=O)c1ccc(Oc2cc(Cl)ccc2CCC(=O)O)c(C(F)(F)F)c1, predict the reactants needed to synthesize it. The reactants are: CS(=O)(=O)c1ccc(F)c(C(F)(F)F)c1.O=C(O)CCc1ccc(Cl)cc1O.